From a dataset of Full USPTO retrosynthesis dataset with 1.9M reactions from patents (1976-2016). Predict the reactants needed to synthesize the given product. (1) Given the product [Cl:43][CH2:42][CH2:41][N:40]([CH2:44][CH2:45][Cl:46])[C:29]1[CH:28]=[CH:27][C:26]2[N:25]([CH3:24])[C:33]([CH2:34][CH2:35][CH2:36][C:37]([NH:1][C:2]3[CH:3]=[C:4]4[C:8](=[CH:9][CH:10]=3)[CH2:7][N:6]([C:11](=[O:12])[C:13]3[CH:18]=[C:17]([CH:19]([CH3:21])[CH3:20])[C:16]([OH:22])=[CH:15][C:14]=3[OH:23])[CH2:5]4)=[O:38])=[N:32][C:31]=2[CH:30]=1, predict the reactants needed to synthesize it. The reactants are: [NH2:1][C:2]1[CH:3]=[C:4]2[C:8](=[CH:9][CH:10]=1)[CH2:7][N:6]([C:11]([C:13]1[CH:18]=[C:17]([CH:19]([CH3:21])[CH3:20])[C:16]([OH:22])=[CH:15][C:14]=1[OH:23])=[O:12])[CH2:5]2.[CH3:24][N:25]1[C:33]([CH2:34][CH2:35][CH2:36][C:37](O)=[O:38])=[N:32][C:31]2[CH:30]=[C:29]([N:40]([CH2:44][CH2:45][Cl:46])[CH2:41][CH2:42][Cl:43])[CH:28]=[CH:27][C:26]1=2.CN(C(ON1N=NC2C=CC=NC1=2)=[N+](C)C)C.F[P-](F)(F)(F)(F)F. (2) The reactants are: [Br:1][C:2]1[CH:7]=[CH:6][C:5]([C:8](=[O:13])[C:9]([F:12])([F:11])[F:10])=[CH:4][CH:3]=1.[CH3:14][Mg]Br.Cl. Given the product [Br:1][C:2]1[CH:7]=[CH:6][C:5]([C:8]([OH:13])([CH3:14])[C:9]([F:11])([F:12])[F:10])=[CH:4][CH:3]=1, predict the reactants needed to synthesize it. (3) Given the product [C:24]([C:20]1[CH:19]=[C:18]([C:9]2[N:10]=[C:11]([C:13]([OH:15])=[O:14])[S:12][C:8]=2[C:32]2[CH:31]=[CH:30][CH:29]=[C:28]([C:26]#[N:27])[CH:33]=2)[CH:23]=[CH:22][CH:21]=1)#[N:25], predict the reactants needed to synthesize it. The reactants are: C(=O)([O-])[O-].[Na+].[Na+].Br[C:8]1[S:12][C:11]([C:13]([O:15]CC)=[O:14])=[N:10][C:9]=1[C:18]1[CH:23]=[CH:22][CH:21]=[C:20]([C:24]#[N:25])[CH:19]=1.[C:26]([C:28]1[CH:29]=[C:30](B(O)O)[CH:31]=[CH:32][CH:33]=1)#[N:27]. (4) Given the product [CH3:3][O:4][CH:5]([O:8][CH3:9])[CH2:6][NH:7][C:11](=[O:12])[O:13][CH2:14][CH3:15], predict the reactants needed to synthesize it. The reactants are: [OH-].[Na+].[CH3:3][O:4][CH:5]([O:8][CH3:9])[CH2:6][NH2:7].Cl[C:11]([O:13][CH2:14][CH3:15])=[O:12]. (5) Given the product [S:20]1[C:24]2[CH:25]=[CH:26][CH:27]=[CH:28][C:23]=2[C:22]([CH2:29][N:4]2[CH2:3][CH2:2][N:1]([C:7]3[CH:8]=[CH:9][C:10]4[N:11]([C:13]([C:16]([F:17])([F:18])[F:19])=[N:14][N:15]=4)[N:12]=3)[CH2:6][CH2:5]2)=[CH:21]1, predict the reactants needed to synthesize it. The reactants are: [N:1]1([C:7]2[CH:8]=[CH:9][C:10]3[N:11]([C:13]([C:16]([F:19])([F:18])[F:17])=[N:14][N:15]=3)[N:12]=2)[CH2:6][CH2:5][NH:4][CH2:3][CH2:2]1.[S:20]1[C:24]2[CH:25]=[CH:26][CH:27]=[CH:28][C:23]=2[C:22]([CH:29]=O)=[CH:21]1. (6) The reactants are: C(O)(C)(C)C.[C:6]([C:8]([NH:13][C:14](=[O:20])[O:15][C:16]([CH3:19])([CH3:18])[CH3:17])([CH2:10][CH2:11][CH3:12])[CH3:9])#[N:7]. Given the product [NH2:7][CH2:6][C:8]([NH:13][C:14](=[O:20])[O:15][C:16]([CH3:19])([CH3:18])[CH3:17])([CH3:9])[CH2:10][CH2:11][CH3:12], predict the reactants needed to synthesize it. (7) Given the product [CH3:35][N:36]([CH3:37])[C:1]([CH2:4][N:5]([C:10]1[CH:15]=[CH:14][C:13]([NH:16]/[C:17](=[C:24]2\[C:25](=[O:33])[NH:26][C:27]3[C:32]\2=[CH:31][CH:30]=[CH:29][CH:28]=3)/[C:18]2[CH:23]=[CH:22][CH:21]=[CH:20][CH:19]=2)=[CH:12][CH:11]=1)[S:6]([CH3:9])(=[O:8])=[O:7])=[O:3], predict the reactants needed to synthesize it. The reactants are: [C:1]([CH2:4][N:5]([C:10]1[CH:15]=[CH:14][C:13]([NH:16]/[C:17](=[C:24]2\[C:25](=[O:33])[NH:26][C:27]3[C:32]\2=[CH:31][CH:30]=[CH:29][CH:28]=3)/[C:18]2[CH:23]=[CH:22][CH:21]=[CH:20][CH:19]=2)=[CH:12][CH:11]=1)[S:6]([CH3:9])(=[O:8])=[O:7])([OH:3])=O.[Cl-].[CH3:35][NH2+:36][CH3:37].C1C=CC2N(O)N=NC=2C=1.CN(C(ON1N=NC2C=CC=CC1=2)=[N+](C)C)C.[B-](F)(F)(F)F.C(N(C(C)C)C(C)C)C.